This data is from Reaction yield outcomes from USPTO patents with 853,638 reactions. The task is: Predict the reaction yield, written as a fraction of the theoretical maximum amount of product (1.0 means a 100% yield; for example, 0.34 means a 34% yield). (1) The reactants are Cl[S:2]([C:5]1[CH:6]=[C:7]([CH:11]=[CH:12][CH:13]=1)[C:8]([OH:10])=[O:9])(=O)=O.II.O.[Cl-].[Na+]. The catalyst is C(O)(=O)C.II. The product is [SH:2][C:5]1[CH:6]=[C:7]([CH:11]=[CH:12][CH:13]=1)[C:8]([OH:10])=[O:9]. The yield is 0.920. (2) The reactants are [CH3:1][O:2][C:3]1[CH:8]=[CH:7][C:6]([O:9][CH3:10])=[CH:5][C:4]=1[S:11][C:12]1[NH:13][C:14]2[C:19]([N:20]=1)=[C:18]([NH2:21])[N:17]=[CH:16][N:15]=2.Br[CH2:23][C:24]1[CH:29]=[CH:28][C:27]([F:30])=[CH:26][CH:25]=1. No catalyst specified. The product is [CH3:1][O:2][C:3]1[CH:8]=[CH:7][C:6]([O:9][CH3:10])=[CH:5][C:4]=1[S:11][C:12]1[N:13]=[C:14]2[C:19]([N:20]=1)=[C:18]([NH2:21])[N:17]=[CH:16][N:15]2[CH2:23][C:24]1[CH:29]=[CH:28][C:27]([F:30])=[CH:26][CH:25]=1. The yield is 0.340. (3) The reactants are O.O.[Sn](Cl)Cl.[N+:6]([C:9]1[CH:18]=[CH:17][CH:16]=[C:15]2[C:10]=1[CH:11]=[CH:12][O:13][C:14]2=[O:19])([O-])=O.C(=O)(O)[O-].[Na+].O. The catalyst is O1CCCC1.C(OCC)(=O)C. The product is [NH2:6][C:9]1[CH:18]=[CH:17][CH:16]=[C:15]2[C:10]=1[CH:11]=[CH:12][O:13][C:14]2=[O:19]. The yield is 0.970. (4) The reactants are [CH:1]([OH:4])([CH3:3])[CH3:2].Cl[C:6]1[CH:7]=[CH:8][N:9]=[C:10]2[C:15]=1[N:14]=[C:13]([CH3:16])[CH:12]=[CH:11]2. The catalyst is C1COCC1. The product is [CH:1]([O:4][C:6]1[CH:7]=[CH:8][N:9]=[C:10]2[C:15]=1[N:14]=[C:13]([CH3:16])[CH:12]=[CH:11]2)([CH3:3])[CH3:2]. The yield is 0.250. (5) The reactants are [CH2:1]([O:3][C:4]1[CH:5]=[CH:6][C:7]([O:10][C:11]2[CH:12]=[C:13]([CH:28]=[CH:29][CH:30]=2)[CH:14]=[C:15]2[CH2:20][CH2:19][N:18](C(OC(C)(C)C)=O)[CH2:17][CH2:16]2)=[N:8][CH:9]=1)[CH3:2].C(O)(C(F)(F)F)=O. The catalyst is C(Cl)Cl. The product is [CH2:1]([O:3][C:4]1[CH:5]=[CH:6][C:7]([O:10][C:11]2[CH:30]=[CH:29][CH:28]=[C:13]([CH:14]=[C:15]3[CH2:20][CH2:19][NH:18][CH2:17][CH2:16]3)[CH:12]=2)=[N:8][CH:9]=1)[CH3:2]. The yield is 0.990. (6) The reactants are [C:1]([O:5][C:6]([N:8]([CH2:19][C:20]1[CH:25]=[CH:24][CH:23]=[CH:22][CH:21]=1)[C@H:9]([CH2:17][OH:18])[CH2:10][C:11]1[CH:16]=[CH:15][CH:14]=[CH:13][CH:12]=1)=[O:7])([CH3:4])([CH3:3])[CH3:2].C(N(CC)CC)C.O. The catalyst is CS(C)=O. The product is [C:1]([O:5][C:6]([N:8]([CH2:19][C:20]1[CH:21]=[CH:22][CH:23]=[CH:24][CH:25]=1)[C@H:9]([CH:17]=[O:18])[CH2:10][C:11]1[CH:12]=[CH:13][CH:14]=[CH:15][CH:16]=1)=[O:7])([CH3:4])([CH3:2])[CH3:3]. The yield is 1.00.